From a dataset of Catalyst prediction with 721,799 reactions and 888 catalyst types from USPTO. Predict which catalyst facilitates the given reaction. (1) Reactant: [H-].[Na+].[CH3:3][CH:4]1[CH2:9][CH2:8][N:7]([C:10]([C:12]2[CH:20]=[CH:19][C:18]3[NH:17][C:16]4[CH2:21][CH2:22][N:23]([C:25]([O:27][C:28]([CH3:31])([CH3:30])[CH3:29])=[O:26])[CH2:24][C:15]=4[C:14]=3[CH:13]=2)=[O:11])[CH2:6][CH2:5]1.Cl[CH2:33][C:34]1[CH:39]=[CH:38][C:37]([S:40]([CH3:43])(=[O:42])=[O:41])=[CH:36][CH:35]=1. Product: [CH3:3][CH:4]1[CH2:9][CH2:8][N:7]([C:10]([C:12]2[CH:20]=[CH:19][C:18]3[N:17]([CH2:33][C:34]4[CH:35]=[CH:36][C:37]([S:40]([CH3:43])(=[O:42])=[O:41])=[CH:38][CH:39]=4)[C:16]4[CH2:21][CH2:22][N:23]([C:25]([O:27][C:28]([CH3:30])([CH3:29])[CH3:31])=[O:26])[CH2:24][C:15]=4[C:14]=3[CH:13]=2)=[O:11])[CH2:6][CH2:5]1. The catalyst class is: 3. (2) Product: [F:1][C:2]1[C:3]([CH3:9])=[C:4]([NH:5][C:10]2[O:27][C:16]3[C:17]([F:26])=[C:18]([CH2:21][C:22]([O:24][CH3:25])=[O:23])[CH:19]=[CH:20][C:15]=3[N:14]=2)[CH:6]=[CH:7][CH:8]=1. The catalyst class is: 1. Reactant: [F:1][C:2]1[C:3]([CH3:9])=[C:4]([CH:6]=[CH:7][CH:8]=1)[NH2:5].[C:10](Cl)(Cl)=S.[NH2:14][C:15]1[CH:20]=[CH:19][C:18]([CH2:21][C:22]([O:24][CH3:25])=[O:23])=[C:17]([F:26])[C:16]=1[OH:27]. (3) Reactant: [Na].[BH4-].[Cl:3][CH2:4][C:5](O)=O.C1C=CC=CC=1.[CH3:14][O:15][C:16]([C:18]1[CH:19]=[C:20]([CH3:41])[C:21]2[O:27][C:26]3[C:28]([Cl:37])=[CH:29][C:30]([NH:32][CH2:33][CH2:34][CH2:35][Cl:36])=[CH:31][C:25]=3[CH2:24][S:23](=[O:39])(=[O:38])[C:22]=2[CH:40]=1)=[O:17]. Product: [CH3:14][O:15][C:16]([C:18]1[CH:19]=[C:20]([CH3:41])[C:21]2[O:27][C:26]3[C:28]([Cl:37])=[CH:29][C:30]([N:32]([CH2:5][CH2:4][Cl:3])[CH2:33][CH2:34][CH2:35][Cl:36])=[CH:31][C:25]=3[CH2:24][S:23](=[O:38])(=[O:39])[C:22]=2[CH:40]=1)=[O:17]. The catalyst class is: 1. (4) Reactant: P(Cl)(Cl)(Cl)=O.CN([CH:9]=[O:10])C.[CH3:11][C:12]1[NH:16][CH:15]=[C:14]([CH2:17][CH2:18][C:19]([OH:21])=[O:20])[C:13]=1[S:22]([C:25]1[CH:30]=[CH:29][C:28]([CH3:31])=[CH:27][CH:26]=1)(=[O:24])=[O:23].Cl. Product: [CH:9]([C:15]1[NH:16][C:12]([CH3:11])=[C:13]([S:22]([C:25]2[CH:26]=[CH:27][C:28]([CH3:31])=[CH:29][CH:30]=2)(=[O:23])=[O:24])[C:14]=1[CH2:17][CH2:18][C:19]([OH:21])=[O:20])=[O:10]. The catalyst class is: 2. (5) Reactant: [CH3:1][O:2][C:3]1[C:8]2[O:9][C:10]3[CH:15]=[CH:14][CH:13]=[CH:12][C:11]=3[C:7]=2[CH:6]=[CH:5][CH:4]=1.O.[NH2:17]N. Product: [NH2:17][C:6]1[C:7]2[C:11]3[CH:12]=[CH:13][CH:14]=[CH:15][C:10]=3[O:9][C:8]=2[C:3]([O:2][CH3:1])=[CH:4][CH:5]=1. The catalyst class is: 94. (6) Reactant: Cl.C(N=C=NCCCN(C)C)C.[O:13]=[C:14]1[N:19]([C:20]2[CH:25]=[CH:24][C:23]([O:26][CH2:27][C:28]([F:31])([F:30])[F:29])=[CH:22][CH:21]=2)[C:18]([S:32][CH2:33][CH2:34][CH2:35][C:36](O)=[O:37])=[N:17][C:16]2[CH:39]=[CH:40][NH:41][C:15]1=2.[NH2:42][C:43]([CH3:47])([CH3:46])[CH2:44][OH:45].ON1C2C=CC=CC=2N=N1. Product: [OH:45][CH2:44][C:43]([NH:42][C:36](=[O:37])[CH2:35][CH2:34][CH2:33][S:32][C:18]1[N:19]([C:20]2[CH:25]=[CH:24][C:23]([O:26][CH2:27][C:28]([F:31])([F:30])[F:29])=[CH:22][CH:21]=2)[C:14](=[O:13])[C:15]2[NH:41][CH:40]=[CH:39][C:16]=2[N:17]=1)([CH3:47])[CH3:46]. The catalyst class is: 9. (7) Reactant: [I:1]([OH:5])(=[O:4])(=[O:3])=[O:2].[O-2:6].[O-2].[O-2].[Cr+6:9].C([O:14][C@@H](C1C(C)=CC2N=CSC=2C=1C1C=CC(Cl)=CC=1)CO)(C)(C)C. Product: [I:1]([OH:5])(=[O:4])(=[O:3])=[O:2].[O-2:14].[O-2:6].[O-2:2].[Cr+6:9]. The catalyst class is: 10. (8) Reactant: [F:1][C:2]([F:33])([F:32])[C:3]1[N:8]=[CH:7][C:6]([C@H:9]([NH:12][C:13]([C:15]2[CH:16]=[C:17]([C:24]([N:26]3[CH2:30][CH2:29][CH2:28][C@@H:27]3[CH3:31])=[O:25])[N:18]3[CH2:23][CH2:22][O:21][CH2:20][C:19]=23)=[O:14])[CH2:10][CH3:11])=[CH:5][CH:4]=1.[Br:34]N1C(=O)CCC1=O.ClCCl. Product: [F:33][C:2]([F:1])([F:32])[C:3]1[N:8]=[CH:7][C:6]([C@H:9]([NH:12][C:13]([C:15]2[C:16]([Br:34])=[C:17]([C:24]([N:26]3[CH2:30][CH2:29][CH2:28][C@@H:27]3[CH3:31])=[O:25])[N:18]3[CH2:23][CH2:22][O:21][CH2:20][C:19]=23)=[O:14])[CH2:10][CH3:11])=[CH:5][CH:4]=1. The catalyst class is: 22. (9) Reactant: Br[C:2]1[CH:3]=[C:4]2[C:9](=[CH:10][CH:11]=1)[N:8]=[CH:7][CH:6]=[C:5]2[Cl:12].[Li]CCCC.CON(C)[C:21]([C:23]1[N:24]=[CH:25][S:26][CH:27]=1)=[O:22]. Product: [Cl:12][C:5]1[C:4]2[C:9](=[CH:10][CH:11]=[C:2]([C:21]([C:23]3[N:24]=[CH:25][S:26][CH:27]=3)=[O:22])[CH:3]=2)[N:8]=[CH:7][CH:6]=1. The catalyst class is: 1.